This data is from Full USPTO retrosynthesis dataset with 1.9M reactions from patents (1976-2016). The task is: Predict the reactants needed to synthesize the given product. (1) Given the product [C:32]([OH:37])(=[O:36])[C:33]([OH:35])=[O:34].[CH3:1][C:2]1[N:3]=[C:4]([C:7]2([N:22]([C:26]3[CH:31]=[CH:30][CH:29]=[CH:28][CH:27]=3)[C:23](=[O:25])[CH3:24])[CH2:12][CH2:11][N:10]([CH2:13][C:14](=[O:21])[C:15]3[CH:20]=[CH:19][CH:18]=[CH:17][CH:16]=3)[CH2:9][CH2:8]2)[S:5][CH:6]=1, predict the reactants needed to synthesize it. The reactants are: [CH3:1][C:2]1[N:3]=[C:4]([C:7]2([N:22]([C:26]3[CH:31]=[CH:30][CH:29]=[CH:28][CH:27]=3)[C:23](=[O:25])[CH3:24])[CH2:12][CH2:11][N:10]([CH2:13][C:14](=[O:21])[C:15]3[CH:20]=[CH:19][CH:18]=[CH:17][CH:16]=3)[CH2:9][CH2:8]2)[S:5][CH:6]=1.[C:32]([OH:37])(=[O:36])[C:33]([OH:35])=[O:34]. (2) Given the product [C:12]([C:10]1[CH:11]=[C:7]([NH:6][C:5]([NH:56][C@@H:49]2[C:50]3[C:55](=[CH:54][CH:53]=[CH:52][CH:51]=3)[C@H:46]([O:45][C:42]3[CH:43]=[CH:44][C:39]4[N:40]([C:36]([CH:33]([CH3:35])[CH3:34])=[N:37][N:38]=4)[CH:41]=3)[CH2:47][CH2:48]2)=[O:30])[N:8]([C:16]2[CH:21]=[CH:20][C:19]([F:22])=[C:18]([CH2:23][N:24]3[CH2:25][CH2:26][O:27][CH2:28][CH2:29]3)[CH:17]=2)[N:9]=1)([CH3:15])([CH3:14])[CH3:13], predict the reactants needed to synthesize it. The reactants are: ClC(Cl)(Cl)CO[C:5](=[O:30])[NH:6][C:7]1[N:8]([C:16]2[CH:21]=[CH:20][C:19]([F:22])=[C:18]([CH2:23][N:24]3[CH2:29][CH2:28][O:27][CH2:26][CH2:25]3)[CH:17]=2)[N:9]=[C:10]([C:12]([CH3:15])([CH3:14])[CH3:13])[CH:11]=1.[CH:33]([C:36]1[N:40]2[CH:41]=[C:42]([O:45][C@H:46]3[C:55]4[C:50](=[CH:51][CH:52]=[CH:53][CH:54]=4)[C@@H:49]([NH2:56])[CH2:48][CH2:47]3)[CH:43]=[CH:44][C:39]2=[N:38][N:37]=1)([CH3:35])[CH3:34]. (3) Given the product [Cl:41][C:40]1[CH:39]=[CH:38][C:37]([CH2:42][N:43]([CH3:44])[C:51]([C:47]2[NH:46][CH:50]=[CH:49][N:48]=2)=[O:53])=[C:36]([F:45])[C:35]=1[O:34][C:32]1[CH:31]=[C:28]([C:29]#[N:30])[CH:27]=[C:26]([Cl:25])[CH:33]=1, predict the reactants needed to synthesize it. The reactants are: CN(C(ON1N=NC2C=CC=NC1=2)=[N+](C)C)C.F[P-](F)(F)(F)(F)F.[Cl:25][C:26]1[CH:27]=[C:28]([CH:31]=[C:32]([O:34][C:35]2[C:40]([Cl:41])=[CH:39][CH:38]=[C:37]([CH2:42][NH:43][CH3:44])[C:36]=2[F:45])[CH:33]=1)[C:29]#[N:30].[NH:46]1[CH:50]=[CH:49][N:48]=[C:47]1[C:51]([OH:53])=O.C([O-])(O)=O.[Na+]. (4) The reactants are: [CH:1](=[N:8]/[C:9]1C=CC=[C:14]2[C:10]=1CO[C:13]2=O)\[C:2]1[CH:7]=[CH:6][CH:5]=[CH:4][CH:3]=1.[CH2:19]([O:21][CH:22]([O:31][CH2:32][CH3:33])[C:23]1[CH:24]=[C:25]([CH:28]=[CH:29][CH:30]=1)[CH:26]=O)[CH3:20].[CH3:34][O-:35].[Na+].CO.[C:39]([O:43][CH2:44]C)(=[O:42])[CH2:40][CH3:41]. Given the product [CH2:19]([O:21][CH:22]([O:31][CH2:32][CH3:33])[C:23]1[CH:24]=[C:25]([CH:26]2[C:34](=[O:35])[C:41]3[C:40]([C:39]([O:43][CH3:44])=[O:42])=[CH:13][CH:14]=[CH:10][C:9]=3[NH:8][CH:1]2[C:2]2[CH:3]=[CH:4][CH:5]=[CH:6][CH:7]=2)[CH:28]=[CH:29][CH:30]=1)[CH3:20], predict the reactants needed to synthesize it. (5) Given the product [CH2:21]([C@@H:17]([N:15]([CH3:16])[C:38]([C@H:37]([N:35]([CH3:36])[C:33](=[O:34])/[CH:65]=[CH:64]/[CH2:63][C:62]([NH2:61])([CH3:70])[CH3:69])[CH2:41][C:42]1[CH:43]=[CH:44][C:45]([C:48]2[CH:49]=[CH:50][CH:51]=[CH:52][CH:53]=2)=[CH:46][CH:47]=1)=[O:40])[C:18]([N:5]1[CH2:6][CH2:7][CH:2]([OH:1])[CH2:3][CH2:4]1)=[O:20])[C:22]1[CH:23]=[CH:24][CH:25]=[CH:26][CH:27]=1, predict the reactants needed to synthesize it. The reactants are: [OH:1][CH:2]1[CH2:7][CH2:6][NH:5][CH2:4][CH2:3]1.C(OC([N:15]([C@H:17]([CH2:21][C:22]1[CH:27]=[CH:26][CH:25]=[CH:24][CH:23]=1)[C:18]([OH:20])=O)[CH3:16])=O)(C)(C)C.C(O[C:33]([N:35]([C@H:37]([CH2:41][C:42]1[CH:47]=[CH:46][C:45]([C:48]2[CH:53]=[CH:52][CH:51]=[CH:50][CH:49]=2)=[CH:44][CH:43]=1)[C:38]([OH:40])=O)[CH3:36])=[O:34])(C)(C)C.C(OC([NH:61][C:62]([CH3:70])([CH3:69])[CH2:63]/[CH:64]=[CH:65]/C(O)=O)=O)(C)(C)C. (6) Given the product [C:33]([O:32][C:30]([NH:37][CH2:38][C:39]([O:29][C:3]1([CH2:1][CH3:2])[C:26]2[CH:25]=[C:24]3[N:10]([CH2:11][C:12]4[C:13]3=[N:14][C:15]3[CH:16]=[C:17]([F:23])[C:18]([F:22])=[CH:19][C:20]=3[CH:21]=4)[C:9](=[O:27])[C:8]=2[CH2:7][O:6][C:5](=[O:28])[CH2:4]1)=[O:40])=[O:31])([CH3:36])([CH3:35])[CH3:34], predict the reactants needed to synthesize it. The reactants are: [CH2:1]([C:3]1([OH:29])[C:26]2[CH:25]=[C:24]3[N:10]([CH2:11][C:12]4[C:13]3=[N:14][C:15]3[CH:16]=[C:17]([F:23])[C:18]([F:22])=[CH:19][C:20]=3[CH:21]=4)[C:9](=[O:27])[C:8]=2[CH2:7][O:6][C:5](=[O:28])[CH2:4]1)[CH3:2].[C:30]([NH:37][CH2:38][C:39](O)=[O:40])([O:32][C:33]([CH3:36])([CH3:35])[CH3:34])=[O:31].C1(N=C=NC2CCCCC2)CCCCC1. (7) Given the product [CH3:1][O:2][C:3]1[CH:11]=[C:10]2[C:6]([CH:7]=[N:8][NH:9]2)=[CH:5][C:4]=1[NH:12][C:13]1[C:14]2[C:21]3[CH2:22][CH2:23][CH:24]([C:26]([N:29]4[CH2:34][CH2:33][CH2:32][CH2:31][CH2:30]4)=[O:27])[CH2:25][C:20]=3[S:19][C:15]=2[N:16]=[CH:17][N:18]=1, predict the reactants needed to synthesize it. The reactants are: [CH3:1][O:2][C:3]1[CH:11]=[C:10]2[C:6]([CH:7]=[N:8][NH:9]2)=[CH:5][C:4]=1[NH:12][C:13]1[C:14]2[C:21]3[CH2:22][CH2:23][CH:24]([C:26](O)=[O:27])[CH2:25][C:20]=3[S:19][C:15]=2[N:16]=[CH:17][N:18]=1.[NH:29]1[CH2:34][CH2:33][CH2:32][CH2:31][CH2:30]1. (8) Given the product [C:1]([O:5][C@@H:6]([C:10]1[C:32]([CH3:33])=[CH:31][C:13]2[N:14]=[C:15]([N:17]3[CH2:22][CH2:21][O:20][C:19]([CH3:23])([C:24]4[CH:29]=[CH:28][C:27]([CH3:41])=[CH:26][CH:25]=4)[CH2:18]3)[S:16][C:12]=2[C:11]=1[C:34]1[CH:39]=[CH:38][C:37]([Cl:40])=[CH:36][CH:35]=1)[C:7]([OH:9])=[O:8])([CH3:2])([CH3:3])[CH3:4], predict the reactants needed to synthesize it. The reactants are: [C:1]([O:5][C@@H:6]([C:10]1[C:32]([CH3:33])=[CH:31][C:13]2[N:14]=[C:15]([N:17]3[CH2:22][CH2:21][O:20][C:19]([C:24]4[CH:29]=[CH:28][C:27](Cl)=[CH:26][CH:25]=4)([CH3:23])[CH2:18]3)[S:16][C:12]=2[C:11]=1[C:34]1[CH:39]=[CH:38][C:37]([Cl:40])=[CH:36][CH:35]=1)[C:7]([OH:9])=[O:8])([CH3:4])([CH3:3])[CH3:2].[CH3:41]C1C=CC(C2(C)OCCNC2)=CC=1. (9) Given the product [CH2:1]([O:8][C:9]([N:11]1[CH2:16][CH2:15][N:14]([C:17](=[O:24])[C:18]2[CH:23]=[CH:22][CH:21]=[CH:20][CH:19]=2)[CH2:13][CH2:12]1)=[O:10])[C:2]1[CH:7]=[CH:6][CH:5]=[CH:4][CH:3]=1, predict the reactants needed to synthesize it. The reactants are: [CH2:1]([O:8][C:9]([N:11]1[CH2:16][CH2:15][NH:14][CH2:13][CH2:12]1)=[O:10])[C:2]1[CH:7]=[CH:6][CH:5]=[CH:4][CH:3]=1.[C:17](Cl)(=[O:24])[C:18]1[CH:23]=[CH:22][CH:21]=[CH:20][CH:19]=1.CCN(CC)CC.